Dataset: NCI-60 drug combinations with 297,098 pairs across 59 cell lines. Task: Regression. Given two drug SMILES strings and cell line genomic features, predict the synergy score measuring deviation from expected non-interaction effect. (1) Cell line: NCI-H322M. Synergy scores: CSS=-14.0, Synergy_ZIP=5.64, Synergy_Bliss=-1.30, Synergy_Loewe=-12.5, Synergy_HSA=-12.1. Drug 1: C1C(C(OC1N2C=NC3=C(N=C(N=C32)Cl)N)CO)O. Drug 2: CCCCCOC(=O)NC1=NC(=O)N(C=C1F)C2C(C(C(O2)C)O)O. (2) Cell line: K-562. Synergy scores: CSS=8.64, Synergy_ZIP=6.89, Synergy_Bliss=9.12, Synergy_Loewe=-31.2, Synergy_HSA=1.90. Drug 1: CC1C(C(CC(O1)OC2CC(CC3=C2C(=C4C(=C3O)C(=O)C5=C(C4=O)C(=CC=C5)OC)O)(C(=O)C)O)N)O.Cl. Drug 2: COC1=NC(=NC2=C1N=CN2C3C(C(C(O3)CO)O)O)N. (3) Drug 1: CNC(=O)C1=CC=CC=C1SC2=CC3=C(C=C2)C(=NN3)C=CC4=CC=CC=N4. Drug 2: CC1CCCC2(C(O2)CC(NC(=O)CC(C(C(=O)C(C1O)C)(C)C)O)C(=CC3=CSC(=N3)C)C)C. Cell line: SF-268. Synergy scores: CSS=9.86, Synergy_ZIP=0.718, Synergy_Bliss=6.81, Synergy_Loewe=1.87, Synergy_HSA=3.80. (4) Drug 1: C1CC(C1)(C(=O)O)C(=O)O.[NH2-].[NH2-].[Pt+2]. Drug 2: COC1=NC(=NC2=C1N=CN2C3C(C(C(O3)CO)O)O)N. Cell line: A549. Synergy scores: CSS=12.1, Synergy_ZIP=3.97, Synergy_Bliss=7.86, Synergy_Loewe=2.07, Synergy_HSA=2.86.